From a dataset of Full USPTO retrosynthesis dataset with 1.9M reactions from patents (1976-2016). Predict the reactants needed to synthesize the given product. (1) Given the product [CH:24]1([CH2:27][NH:1][CH2:2][CH:3]([NH:10][CH2:11][CH2:12][C:13]([O:15][CH2:16][CH3:17])=[O:14])[C:4]2[CH:9]=[CH:8][CH:7]=[CH:6][CH:5]=2)[CH2:26][CH2:25]1, predict the reactants needed to synthesize it. The reactants are: [NH2:1][CH2:2][CH:3]([NH:10][CH2:11][CH2:12][C:13]([O:15][CH2:16][CH3:17])=[O:14])[C:4]1[CH:9]=[CH:8][CH:7]=[CH:6][CH:5]=1.S([O-])([O-])(=O)=O.[Mg+2].[CH:24]1([CH:27]=O)[CH2:26][CH2:25]1.C(O[BH-](OC(=O)C)OC(=O)C)(=O)C.[Na+].C(=O)(O)[O-].[Na+]. (2) Given the product [CH2:1]([O:3][CH:4]([CH2:10][C:11]1[CH:12]=[CH:13][C:14]([O:17][CH2:18][CH2:19][N:20]2[C:24]3[CH:25]=[CH:26][CH:27]=[CH:28][C:23]=3[N:22]=[C:21]2[C:29]([F:34])([F:35])[C:30]([F:33])([F:31])[F:32])=[CH:15][CH:16]=1)[C:5]([OH:7])=[O:6])[CH3:2], predict the reactants needed to synthesize it. The reactants are: [CH2:1]([O:3][CH:4]([CH2:10][C:11]1[CH:16]=[CH:15][C:14]([O:17][CH2:18][CH2:19][N:20]2[C:24]3[CH:25]=[CH:26][CH:27]=[CH:28][C:23]=3[N:22]=[C:21]2[C:29]([F:35])([F:34])[C:30]([F:33])([F:32])[F:31])=[CH:13][CH:12]=1)[C:5]([O:7]CC)=[O:6])[CH3:2].[OH-].[Na+]. (3) Given the product [I:22][C:17]1[CH:16]=[C:15]([C:12]2[CH:11]=[CH:10][C:9]([C:7]([N:1]3[CH2:6][CH2:5][O:4][CH2:3][CH2:2]3)=[O:8])=[CH:14][N:13]=2)[CH:20]=[CH:19][C:18]=1[OH:21], predict the reactants needed to synthesize it. The reactants are: [N:1]1([C:7]([C:9]2[CH2:14][NH:13][C:12]([C:15]3[CH:20]=[CH:19][C:18]([OH:21])=[CH:17][CH:16]=3)=[CH:11][CH:10]=2)=[O:8])[CH2:6][CH2:5][O:4][CH2:3][CH2:2]1.[I-:22].[Na+].[OH-].[Na+].Cl[O-].[Na+]. (4) Given the product [CH3:1][O:2][C:3]1[CH:8]=[CH:7][CH:6]=[CH:5][C:4]=1[C:9]1[C:17]2[C:12](=[N:13][CH:14]=[C:15]([C:42]3[S:43][C:39]([C:37]([OH:36])=[O:38])=[CH:40][N:41]=3)[CH:16]=2)[NH:11][N:47]=1, predict the reactants needed to synthesize it. The reactants are: [CH3:1][O:2][C:3]1[CH:8]=[CH:7][CH:6]=[CH:5][C:4]=1[C:9]1[C:17]2[C:12](=[N:13][CH:14]=[C:15](B3OC(C)(C)C(C)(C)O3)[CH:16]=2)[N:11](COCC[Si](C)(C)C)C=1.C[O:36][C:37]([C:39]1[S:43][C:42](Br)=[N:41][CH:40]=1)=[O:38].C(#[N:47])C.C([O-])([O-])=O.[Na+].[Na+]. (5) The reactants are: C1C=CC2N(O)N=[N:7]C=2C=1.CCN=C=NCCCN(C)C.Cl.Cl.CCN(C(C)C)C(C)C.[C:33]([O:37][C:38]([N:40]1[CH2:45][CH2:44][N:43]([C:46]2[CH:51]=[CH:50][C:49]([NH:52][C:53]3[N:58]=[C:57]([CH2:59][CH2:60][C:61]4[CH:66]=[CH:65][CH:64]=[CH:63][C:62]=4[CH2:67][C:68]([OH:70])=O)[C:56]([CH3:71])=[CH:55][N:54]=3)=[CH:48][CH:47]=2)[CH2:42][CH2:41]1)=[O:39])([CH3:36])([CH3:35])[CH3:34].C(=O)([O-])[O-].[NH4+].[NH4+]. Given the product [NH2:7][C:68](=[O:70])[CH2:67][C:62]1[CH:63]=[CH:64][CH:65]=[CH:66][C:61]=1[CH2:60][CH2:59][C:57]1[C:56]([CH3:71])=[CH:55][N:54]=[C:53]([NH:52][C:49]2[CH:50]=[CH:51][C:46]([N:43]3[CH2:44][CH2:45][N:40]([C:38]([O:37][C:33]([CH3:36])([CH3:34])[CH3:35])=[O:39])[CH2:41][CH2:42]3)=[CH:47][CH:48]=2)[N:58]=1, predict the reactants needed to synthesize it. (6) Given the product [ClH:29].[NH:19]1[CH2:20][CH2:21][CH:16]([CH2:15][CH2:14][S:11]([C:8]2[CH:7]=[CH:6][C:5]([O:4][CH2:3][C:1]#[N:2])=[CH:10][CH:9]=2)(=[O:12])=[O:13])[CH2:17][CH2:18]1, predict the reactants needed to synthesize it. The reactants are: [C:1]([CH2:3][O:4][C:5]1[CH:10]=[CH:9][C:8]([S:11]([CH2:14][CH2:15][CH:16]2[CH2:21][CH2:20][N:19](C(OC(C)(C)C)=O)[CH2:18][CH2:17]2)(=[O:13])=[O:12])=[CH:7][CH:6]=1)#[N:2].[ClH:29].O1CCOCC1.C(OCC)C. (7) Given the product [CH2:26]([O:27][CH:2]([C:6]1[C:15]2[C:10](=[CH:11][CH:12]=[CH:13][CH:14]=2)[C:9]([C:16]2[C:17]([CH3:24])=[C:18]([OH:23])[CH:19]=[CH:20][C:21]=2[CH3:22])=[N:8][CH:7]=1)[CH2:3][CH2:4][CH3:5])[CH3:25], predict the reactants needed to synthesize it. The reactants are: Br[CH:2]([C:6]1[C:15]2[C:10](=[CH:11][CH:12]=[CH:13][CH:14]=2)[C:9]([C:16]2[C:17]([CH3:24])=[C:18]([OH:23])[CH:19]=[CH:20][C:21]=2[CH3:22])=[N:8][CH:7]=1)[CH2:3][CH2:4][CH3:5].[CH3:25][CH2:26][OH:27].